From a dataset of Full USPTO retrosynthesis dataset with 1.9M reactions from patents (1976-2016). Predict the reactants needed to synthesize the given product. (1) Given the product [I:8][C:7]1[C:2]([S:18][CH:16]([CH3:17])[CH3:15])=[N:3][CH:4]=[CH:5][CH:6]=1, predict the reactants needed to synthesize it. The reactants are: F[C:2]1[C:7]([I:8])=[CH:6][CH:5]=[CH:4][N:3]=1.C([O-])([O-])=O.[Cs+].[Cs+].[CH3:15][CH:16]([SH:18])[CH3:17]. (2) Given the product [NH2:1][C:4]1[CH:15]=[CH:14][C:7]2[O:8][CH:9]([CH2:12][OH:13])[CH2:10][O:11][C:6]=2[CH:5]=1, predict the reactants needed to synthesize it. The reactants are: [N+:1]([C:4]1[CH:15]=[CH:14][C:7]2[O:8][CH:9]([CH2:12][OH:13])[CH2:10][O:11][C:6]=2[CH:5]=1)([O-])=O.